Dataset: Peptide-MHC class I binding affinity with 185,985 pairs from IEDB/IMGT. Task: Regression. Given a peptide amino acid sequence and an MHC pseudo amino acid sequence, predict their binding affinity value. This is MHC class I binding data. (1) The peptide sequence is NCSFNITTSI. The MHC is H-2-Db with pseudo-sequence H-2-Db. The binding affinity (normalized) is 0. (2) The MHC is HLA-A02:03 with pseudo-sequence HLA-A02:03. The binding affinity (normalized) is 0.385. The peptide sequence is VMLLVLCAV. (3) The peptide sequence is LPRVVGGKTV. The MHC is Patr-B1301 with pseudo-sequence Patr-B1301. The binding affinity (normalized) is 0.741. (4) The MHC is Mamu-A07 with pseudo-sequence Mamu-A07. The binding affinity (normalized) is 0. The peptide sequence is IQNANPDCKL.